Task: Regression. Given two drug SMILES strings and cell line genomic features, predict the synergy score measuring deviation from expected non-interaction effect.. Dataset: NCI-60 drug combinations with 297,098 pairs across 59 cell lines (1) Drug 1: C1CN(CCN1C(=O)CCBr)C(=O)CCBr. Drug 2: N.N.Cl[Pt+2]Cl. Cell line: A498. Synergy scores: CSS=23.1, Synergy_ZIP=-3.60, Synergy_Bliss=3.06, Synergy_Loewe=-5.56, Synergy_HSA=3.97. (2) Drug 1: CC(C1=C(C=CC(=C1Cl)F)Cl)OC2=C(N=CC(=C2)C3=CN(N=C3)C4CCNCC4)N. Drug 2: CS(=O)(=O)CCNCC1=CC=C(O1)C2=CC3=C(C=C2)N=CN=C3NC4=CC(=C(C=C4)OCC5=CC(=CC=C5)F)Cl. Cell line: MCF7. Synergy scores: CSS=2.90, Synergy_ZIP=-2.44, Synergy_Bliss=3.61, Synergy_Loewe=-2.05, Synergy_HSA=1.19. (3) Drug 1: C1=NC(=NC(=O)N1C2C(C(C(O2)CO)O)O)N. Drug 2: C(CC(=O)O)C(=O)CN.Cl. Cell line: RXF 393. Synergy scores: CSS=22.8, Synergy_ZIP=-4.78, Synergy_Bliss=-0.872, Synergy_Loewe=-22.6, Synergy_HSA=0.512. (4) Synergy scores: CSS=3.12, Synergy_ZIP=0.385, Synergy_Bliss=5.88, Synergy_Loewe=-7.50, Synergy_HSA=4.85. Drug 2: C1CN(P(=O)(OC1)NCCCl)CCCl. Drug 1: CC12CCC(CC1=CCC3C2CCC4(C3CC=C4C5=CN=CC=C5)C)O. Cell line: 786-0. (5) Drug 1: C1=CC(=C2C(=C1NCCNCCO)C(=O)C3=C(C=CC(=C3C2=O)O)O)NCCNCCO. Drug 2: CCN(CC)CCCC(C)NC1=C2C=C(C=CC2=NC3=C1C=CC(=C3)Cl)OC. Cell line: MDA-MB-231. Synergy scores: CSS=49.8, Synergy_ZIP=-2.72, Synergy_Bliss=0.980, Synergy_Loewe=3.42, Synergy_HSA=5.89.